Dataset: Reaction yield outcomes from USPTO patents with 853,638 reactions. Task: Predict the reaction yield, written as a fraction of the theoretical maximum amount of product (1.0 means a 100% yield; for example, 0.34 means a 34% yield). (1) The reactants are [CH2:1]1[C:5]2([CH2:10][CH2:9][NH:8][CH2:7][CH2:6]2)[CH2:4][CH2:3][N:2]1[C:11]([C:13]1[CH:21]=[C:20]2[C:16]([CH2:17][CH2:18][CH:19]2[NH:22][C:23](=[O:31])[C:24]2[CH:29]=[CH:28][CH:27]=[CH:26][C:25]=2[Cl:30])=[CH:15][CH:14]=1)=[O:12].CCN(C(C)C)C(C)C.Cl[C:42]1[CH:47]=[CH:46][N:45]=[CH:44][CH:43]=1.CC[OH:50]. No catalyst specified. The product is [Cl:30][C:25]1[CH:26]=[CH:27][CH:28]=[CH:29][C:24]=1[C:23]([NH:22][CH:19]1[C:20]2[C:16](=[CH:15][CH:14]=[C:13]([C:11]([N:2]3[CH2:1][C:5]4([CH2:10][CH2:9][N:8]([C:42]5[CH:47]=[CH:46][N+:45]([O-:50])=[CH:44][CH:43]=5)[CH2:7][CH2:6]4)[CH2:4][CH2:3]3)=[O:12])[CH:21]=2)[CH2:17][CH2:18]1)=[O:31]. The yield is 0.230. (2) The reactants are [C:1]1([CH3:11])[CH:6]=[CH:5][C:4]([S:7]([NH2:10])(=[O:9])=[O:8])=[CH:3][CH:2]=1.[H-].[Na+].Br[CH2:15][C:16]1[C:21]([CH2:22]Br)=[C:20]([F:24])[CH:19]=[CH:18][C:17]=1[F:25]. The catalyst is CN(C)C=O. The product is [F:24][C:20]1[CH:19]=[CH:18][C:17]([F:25])=[C:16]2[C:21]=1[CH2:22][N:10]([S:7]([C:4]1[CH:3]=[CH:2][C:1]([CH3:11])=[CH:6][CH:5]=1)(=[O:8])=[O:9])[CH2:15]2. The yield is 0.560. (3) The reactants are Cl.Cl.[Cl:3][C:4]1[CH:9]=[CH:8][C:7]([NH:10][C:11]([C:13]2[CH:22]=[C:21]3[C:16]([CH2:17][CH2:18][NH:19][CH2:20]3)=[CH:15][CH:14]=2)=[O:12])=[C:6]([N:23]2[CH2:28][CH2:27][N:26]([CH2:29][CH2:30][C:31]([F:34])([F:33])[F:32])[CH2:25][CH2:24]2)[CH:5]=1.[CH3:35][S:36]([CH:39]=[CH2:40])(=[O:38])=[O:37].CCN(C(C)C)C(C)C. The catalyst is CN(C=O)C. The product is [Cl:3][C:4]1[CH:9]=[CH:8][C:7]([NH:10][C:11]([C:13]2[CH:22]=[C:21]3[C:16]([CH2:17][CH2:18][N:19]([CH2:40][CH2:39][S:36]([CH3:35])(=[O:38])=[O:37])[CH2:20]3)=[CH:15][CH:14]=2)=[O:12])=[C:6]([N:23]2[CH2:28][CH2:27][N:26]([CH2:29][CH2:30][C:31]([F:34])([F:32])[F:33])[CH2:25][CH2:24]2)[CH:5]=1. The yield is 0.703. (4) The reactants are CCOCC.C1([Mg]Br)CC1.[CH3:11][O:12][C:13](=[O:33])[C:14]1[CH:19]=[CH:18][C:17]([S:20]([N:23]2[C:31]3[C:26](=[CH:27][CH:28]=[CH:29][CH:30]=3)[C:25](I)=[CH:24]2)(=[O:22])=[O:21])=[CH:16][CH:15]=1.[C:34]1(=[O:40])[CH2:39][CH2:38][CH2:37][CH2:36][CH2:35]1. The catalyst is C1COCC1. The product is [CH3:11][O:12][C:13](=[O:33])[C:14]1[CH:19]=[CH:18][C:17]([S:20]([N:23]2[C:31]3[C:26](=[CH:27][CH:28]=[CH:29][CH:30]=3)[C:25]([C:34]3([OH:40])[CH2:39][CH2:38][CH2:37][CH2:36][CH2:35]3)=[CH:24]2)(=[O:22])=[O:21])=[CH:16][CH:15]=1. The yield is 0.200. (5) The reactants are [F:1][C:2]1[CH:3]=[C:4]([CH:9]2[CH2:13][CH2:12][CH2:11][C:10]2=[O:14])[CH:5]=[C:6]([F:8])[CH:7]=1.[C:15](Cl)([N:17]=[C:18]=[O:19])=[O:16]. The catalyst is C(OCC)(=O)C. The product is [F:1][C:2]1[CH:3]=[C:4]([CH:9]2[C:10]3[O:14][C:18](=[O:19])[NH:17][C:15](=[O:16])[C:11]=3[CH2:12][CH2:13]2)[CH:5]=[C:6]([F:8])[CH:7]=1. The yield is 0.109. (6) The reactants are [CH2:1]([O:3][C:4](=[O:8])[CH2:5][C:6]#[N:7])[CH3:2].Br[CH2:10][CH2:11]Br.C([O-])([O-])=O.[K+].[K+].O. The catalyst is CN(C=O)C. The product is [CH2:1]([O:3][C:4]([C:5]1([C:6]#[N:7])[CH2:11][CH2:10]1)=[O:8])[CH3:2]. The yield is 0.720.